This data is from Forward reaction prediction with 1.9M reactions from USPTO patents (1976-2016). The task is: Predict the product of the given reaction. (1) Given the reactants [CH:1]([C:3]1[CH:8]=[CH:7][N:6]=[CH:5][CH:4]=1)=[CH2:2].[CH3:9][N:10]1[C:18]2[C:13](=[CH:14][CH:15]=[CH:16][CH:17]=2)[CH:12]=[CH:11]1, predict the reaction product. The product is: [CH3:9][N:10]1[C:18]2[C:13](=[CH:14][CH:15]=[CH:16][CH:17]=2)[C:12]([CH2:2][CH2:1][C:3]2[CH:8]=[CH:7][N:6]=[CH:5][CH:4]=2)=[CH:11]1. (2) Given the reactants [NH:1]1[CH2:6][CH2:5][C:4]2([C:15]3[C:10](=[CH:11][CH:12]=[CH:13][CH:14]=3)[C@@H:9]([NH:16][C:17](=[O:19])[CH3:18])[CH2:8][CH2:7]2)[CH2:3][CH2:2]1.[CH3:20][CH2:21][C:22](=O)[CH2:23][CH3:24].[BH4-].[Na+].CO, predict the reaction product. The product is: [CH3:20][CH2:21][CH:22]([N:1]1[CH2:6][CH2:5][C:4]2([C:15]3[C:10](=[CH:11][CH:12]=[CH:13][CH:14]=3)[C@@H:9]([NH:16][C:17](=[O:19])[CH3:18])[CH2:8][CH2:7]2)[CH2:3][CH2:2]1)[CH2:23][CH3:24].